This data is from Peptide-MHC class I binding affinity with 185,985 pairs from IEDB/IMGT. The task is: Regression. Given a peptide amino acid sequence and an MHC pseudo amino acid sequence, predict their binding affinity value. This is MHC class I binding data. (1) The peptide sequence is YWMGGTTYF. The MHC is HLA-C04:01 with pseudo-sequence HLA-C04:01. The binding affinity (normalized) is 0.728. (2) The peptide sequence is ANKQYIHCFR. The MHC is HLA-A03:01 with pseudo-sequence HLA-A03:01. The binding affinity (normalized) is 0.0954. (3) The peptide sequence is RIRSERPAF. The MHC is HLA-A31:01 with pseudo-sequence HLA-A31:01. The binding affinity (normalized) is 0.363. (4) The peptide sequence is TTNIWMKFR. The MHC is HLA-A68:01 with pseudo-sequence HLA-A68:01. The binding affinity (normalized) is 0.764. (5) The peptide sequence is RRIYDLIEL. The MHC is HLA-B44:03 with pseudo-sequence HLA-B44:03. The binding affinity (normalized) is 0. (6) The peptide sequence is NAMVTLRKE. The MHC is HLA-A02:01 with pseudo-sequence HLA-A02:01. The binding affinity (normalized) is 0.215. (7) The peptide sequence is SSIDVDKRTK. The MHC is HLA-A68:01 with pseudo-sequence HLA-A68:01. The binding affinity (normalized) is 0.727. (8) The peptide sequence is HRCQAIRK. The MHC is HLA-A02:03 with pseudo-sequence HLA-A02:03. The binding affinity (normalized) is 0. (9) The peptide sequence is IYQEPFKNLK. The MHC is HLA-B42:01 with pseudo-sequence HLA-B42:01. The binding affinity (normalized) is 0. (10) The peptide sequence is KAAYNFATCGI. The MHC is H-2-Db with pseudo-sequence H-2-Db. The binding affinity (normalized) is 0.0992.